This data is from Full USPTO retrosynthesis dataset with 1.9M reactions from patents (1976-2016). The task is: Predict the reactants needed to synthesize the given product. Given the product [Br:1][C:2]1[CH:9]=[CH:8][C:7]([CH:10]([OH:11])[CH3:12])=[CH:6][C:3]=1[C:4]#[N:5], predict the reactants needed to synthesize it. The reactants are: [Br:1][C:2]1[CH:9]=[CH:8][C:7]([CH:10]=[O:11])=[CH:6][C:3]=1[C:4]#[N:5].[CH3:12][Mg]I.